This data is from Peptide-MHC class II binding affinity with 134,281 pairs from IEDB. The task is: Regression. Given a peptide amino acid sequence and an MHC pseudo amino acid sequence, predict their binding affinity value. This is MHC class II binding data. The peptide sequence is ILLLDYMTSTNTNNS. The MHC is DRB1_0401 with pseudo-sequence DRB1_0401. The binding affinity (normalized) is 0.565.